Dataset: Catalyst prediction with 721,799 reactions and 888 catalyst types from USPTO. Task: Predict which catalyst facilitates the given reaction. (1) Reactant: F[B-](F)(F)F.C[N+:7](C)=C(N(C)C)ON1C2C=CC=CC=2N=N1.C(N(CC)C(C)C)(C)C.[C:32]([C:34]1[CH:39]=[CH:38][C:37]([CH:40]2[C:49]3[C:48](=[O:50])[CH2:47][CH:46]([C:51]([OH:53])=O)[CH2:45][C:44]=3[N:43]([C:54]3[CH:59]=[CH:58][CH:57]=[C:56]([C:60]([F:63])([F:62])[F:61])[CH:55]=3)[C:42](=[O:64])[NH:41]2)=[CH:36][CH:35]=1)#[N:33].N. Product: [C:32]([C:34]1[CH:35]=[CH:36][C:37]([CH:40]2[C:49]3[C:48](=[O:50])[CH2:47][CH:46]([C:51]([NH2:7])=[O:53])[CH2:45][C:44]=3[N:43]([C:54]3[CH:59]=[CH:58][CH:57]=[C:56]([C:60]([F:63])([F:62])[F:61])[CH:55]=3)[C:42](=[O:64])[NH:41]2)=[CH:38][CH:39]=1)#[N:33]. The catalyst class is: 35. (2) Reactant: [CH3:1][C:2]1[CH:9]=[CH:8][C:5]([CH:6]=O)=[CH:4][N:3]=1.[C:10](Br)(Br)([Br:12])[Br:11].C1(P(C2C=CC=CC=2)C2C=CC=CC=2)C=CC=CC=1. Product: [Br:11][C:10]([Br:12])=[CH:6][C:5]1[CH:8]=[CH:9][C:2]([CH3:1])=[N:3][CH:4]=1. The catalyst class is: 2. (3) Reactant: [CH3:1][O:2][C:3](=[O:12])[C:4]1[CH:9]=[CH:8][CH:7]=[C:6]([CH2:10]Br)[CH:5]=1.[C:13]1(=[O:23])[NH:17][C:16](=[O:18])[C:15]2=[CH:19][CH:20]=[CH:21][CH:22]=[C:14]12.[K]. Product: [CH3:1][O:2][C:3](=[O:12])[C:4]1[CH:9]=[CH:8][CH:7]=[C:6]([CH2:10][N:17]2[C:13](=[O:23])[C:14]3[C:15](=[CH:19][CH:20]=[CH:21][CH:22]=3)[C:16]2=[O:18])[CH:5]=1. The catalyst class is: 39. (4) Reactant: [CH3:1][C:2]1([CH3:16])[C:6]([CH3:8])([CH3:7])[O:5][B:4]([C:9]2[CH:10]=[C:11]([OH:15])[CH:12]=[CH:13][CH:14]=2)[O:3]1.Br[CH2:18][CH:19]([O:23][CH2:24][CH3:25])[O:20][CH2:21][CH3:22].C([O-])([O-])=O.[Cs+].[Cs+].O. Product: [CH2:21]([O:20][CH:19]([O:23][CH2:24][CH3:25])[CH2:18][O:15][C:11]1[CH:10]=[C:9]([B:4]2[O:3][C:2]([CH3:16])([CH3:1])[C:6]([CH3:7])([CH3:8])[O:5]2)[CH:14]=[CH:13][CH:12]=1)[CH3:22]. The catalyst class is: 3. (5) Product: [Cl:1][C:2]1[CH:7]=[CH:6][C:5]([N:8]2[C:16]([CH:17]([CH:21]3[CH2:26][CH2:25][CH2:24][CH2:23][CH2:22]3)[C:18]([NH:71][C:68]3[CH:69]=[CH:70][C:65]([C:64]4[NH:60][N:61]=[N:62][N:63]=4)=[CH:66][CH:67]=3)=[O:19])=[C:15]3[C:10]([CH2:11][CH2:12][CH2:13][CH2:14]3)=[N:9]2)=[CH:4][CH:3]=1. Reactant: [Cl:1][C:2]1[CH:7]=[CH:6][C:5]([N:8]2[C:16]([CH:17]([CH:21]3[CH2:26][CH2:25][CH2:24][CH2:23][CH2:22]3)[C:18](O)=[O:19])=[C:15]3[C:10]([CH2:11][CH2:12][CH2:13][CH2:14]3)=[N:9]2)=[CH:4][CH:3]=1.CCN(C(C)C)C(C)C.CN(C(ON1N=NC2C=CC=NC1=2)=[N+](C)C)C.F[P-](F)(F)(F)(F)F.[NH:60]1[C:64]([C:65]2[CH:70]=[CH:69][C:68]([NH2:71])=[CH:67][CH:66]=2)=[N:63][N:62]=[N:61]1. The catalyst class is: 3.